This data is from Full USPTO retrosynthesis dataset with 1.9M reactions from patents (1976-2016). The task is: Predict the reactants needed to synthesize the given product. (1) Given the product [Br:1][C:2]1[CH:7]=[C:6]([CH2:8][CH3:9])[C:5]([O:10][CH2:14][O:15][CH2:16][CH2:17][O:18][CH3:19])=[C:4]([Cl:11])[CH:3]=1, predict the reactants needed to synthesize it. The reactants are: [Br:1][C:2]1[CH:7]=[C:6]([CH2:8][CH3:9])[C:5]([OH:10])=[C:4]([Cl:11])[CH:3]=1.[H-].[Na+].[CH3:14][O:15][CH2:16][CH2:17][O:18][CH2:19]Cl. (2) Given the product [I:1][CH2:28][CH2:29][NH:30][C:31](=[O:37])[O:32][C:33]([CH3:36])([CH3:35])[CH3:34], predict the reactants needed to synthesize it. The reactants are: [I:1]I.C1(P(C2C=CC=CC=2)C2C=CC=CC=2)C=CC=CC=1.N1C=CN=C1.O[CH2:28][CH2:29][NH:30][C:31](=[O:37])[O:32][C:33]([CH3:36])([CH3:35])[CH3:34].S([O-])([O-])(=O)=S.[Na+].[Na+]. (3) Given the product [Cl:15][C:2]1[C:7]([C:8]([F:11])([F:10])[F:9])=[CH:6][C:5]([Br:12])=[CH:4][N:3]=1, predict the reactants needed to synthesize it. The reactants are: O[C:2]1[C:7]([C:8]([F:11])([F:10])[F:9])=[CH:6][C:5]([Br:12])=[CH:4][N:3]=1.O=P(Cl)(Cl)[Cl:15]. (4) Given the product [C:34]([O:38][C:39]([NH:41][C@H:42]([C:44]([O:22][CH:4]1[CH2:3][CH:2]([CH3:1])[CH2:11][C:10]2[N:9]=[N:8][C:7]([C:12]3[CH:17]=[CH:16][CH:15]=[C:14]([C:18]([F:21])([F:20])[F:19])[CH:13]=3)=[CH:6][C:5]1=2)=[O:45])[CH3:43])=[O:40])([CH3:36])([CH3:37])[CH3:35], predict the reactants needed to synthesize it. The reactants are: [CH3:1][CH:2]1[CH2:11][C:10]2[N:9]=[N:8][C:7]([C:12]3[CH:17]=[CH:16][CH:15]=[C:14]([C:18]([F:21])([F:20])[F:19])[CH:13]=3)=[CH:6][C:5]=2[CH:4]([OH:22])[CH2:3]1.C(N=C=NCCCN(C)C)C.[C:34]([O:38][C:39]([NH:41][C@H:42]([C:44](O)=[O:45])[CH3:43])=[O:40])([CH3:37])([CH3:36])[CH3:35]. (5) Given the product [NH2:1][C:2]1[CH:10]=[C:9]([Cl:11])[CH:8]=[C:7]([Cl:12])[C:3]=1[C:4]([NH2:15])=[O:5], predict the reactants needed to synthesize it. The reactants are: [NH2:1][C:2]1[CH:10]=[C:9]([Cl:11])[CH:8]=[C:7]([Cl:12])[C:3]=1[C:4](O)=[O:5].CC[N:15]=C=NCCCN(C)C.C1C=CC2N(O)N=NC=2C=1.CN1CCOCC1.[NH4+].[OH-]. (6) Given the product [NH2:21][CH2:20][C:17]1[C:18]([NH2:19])=[N:9][C:8]([CH2:7][O:6][C:5]2[CH:4]=[CH:3][C:2]([F:1])=[CH:12][CH:11]=2)=[N:10][C:16]=1[C:15]1[CH:22]=[CH:23][C:24]([Cl:26])=[CH:25][C:14]=1[Cl:13], predict the reactants needed to synthesize it. The reactants are: [F:1][C:2]1[CH:12]=[CH:11][C:5]([O:6][CH2:7][C:8]([NH2:10])=[NH:9])=[CH:4][CH:3]=1.[Cl:13][C:14]1[CH:25]=[C:24]([Cl:26])[CH:23]=[CH:22][C:15]=1[CH:16]=[C:17]([C:20]#[N:21])[C:18]#[N:19]. (7) Given the product [CH2:39]([N:43]1[C:34](=[O:38])[C:35]2[C:41](=[CH:45][CH:46]=[CH:37][CH:36]=2)[C:42]1=[O:44])[CH2:40][C:48]#[CH:47], predict the reactants needed to synthesize it. The reactants are: N(C(OC(C)C)=O)=NC(OC(C)C)=O.C1(P(C2C=CC=CC=2)C2C=CC=CC=2)C=CC=CC=1.[CH2:34]([OH:38])[CH2:35][C:36]#[CH:37].[C:39]1(=O)[NH:43][C:42](=[O:44])[C:41]2=[CH:45][CH:46]=[CH:47][CH:48]=[C:40]12. (8) Given the product [Cl:1][C:2]1[CH:18]=[CH:17][C:5]([CH2:6][CH:7]2[C:11]3([O:14][CH2:13]3)[C:10]([CH3:16])([CH3:15])[CH2:9][CH2:8]2)=[CH:4][CH:3]=1, predict the reactants needed to synthesize it. The reactants are: [Cl:1][C:2]1[CH:18]=[CH:17][C:5]([CH2:6][CH:7]2[C:11]([CH2:13][OH:14])(O)[C:10]([CH3:16])([CH3:15])[CH2:9][CH2:8]2)=[CH:4][CH:3]=1.CN(C)C1CCCCC1.CS(Cl)(=O)=O.[OH-].[Na+].